This data is from NCI-60 drug combinations with 297,098 pairs across 59 cell lines. The task is: Regression. Given two drug SMILES strings and cell line genomic features, predict the synergy score measuring deviation from expected non-interaction effect. (1) Drug 2: C1=CC=C(C(=C1)C(C2=CC=C(C=C2)Cl)C(Cl)Cl)Cl. Drug 1: CCC1(CC2CC(C3=C(CCN(C2)C1)C4=CC=CC=C4N3)(C5=C(C=C6C(=C5)C78CCN9C7C(C=CC9)(C(C(C8N6C=O)(C(=O)OC)O)OC(=O)C)CC)OC)C(=O)OC)O.OS(=O)(=O)O. Cell line: SK-MEL-28. Synergy scores: CSS=7.84, Synergy_ZIP=-3.75, Synergy_Bliss=-2.62, Synergy_Loewe=-34.8, Synergy_HSA=-5.84. (2) Drug 1: CC1=C(C=C(C=C1)C(=O)NC2=CC(=CC(=C2)C(F)(F)F)N3C=C(N=C3)C)NC4=NC=CC(=N4)C5=CN=CC=C5. Drug 2: CC1C(C(CC(O1)OC2CC(CC3=C2C(=C4C(=C3O)C(=O)C5=CC=CC=C5C4=O)O)(C(=O)C)O)N)O. Cell line: NCI-H460. Synergy scores: CSS=38.9, Synergy_ZIP=2.14, Synergy_Bliss=0.530, Synergy_Loewe=-30.2, Synergy_HSA=0.00875. (3) Drug 1: CCC1(CC2CC(C3=C(CCN(C2)C1)C4=CC=CC=C4N3)(C5=C(C=C6C(=C5)C78CCN9C7C(C=CC9)(C(C(C8N6C)(C(=O)OC)O)OC(=O)C)CC)OC)C(=O)OC)O.OS(=O)(=O)O. Drug 2: C1CC(=O)NC(=O)C1N2C(=O)C3=CC=CC=C3C2=O. Cell line: IGROV1. Synergy scores: CSS=5.06, Synergy_ZIP=0.923, Synergy_Bliss=1.60, Synergy_Loewe=-95.7, Synergy_HSA=0.308. (4) Drug 1: CCC(=C(C1=CC=CC=C1)C2=CC=C(C=C2)OCCN(C)C)C3=CC=CC=C3.C(C(=O)O)C(CC(=O)O)(C(=O)O)O. Drug 2: C1CC(=O)NC(=O)C1N2C(=O)C3=CC=CC=C3C2=O. Cell line: SNB-75. Synergy scores: CSS=0.500, Synergy_ZIP=-0.471, Synergy_Bliss=0.218, Synergy_Loewe=-1.25, Synergy_HSA=-0.790. (5) Drug 1: CC1=CC=C(C=C1)C2=CC(=NN2C3=CC=C(C=C3)S(=O)(=O)N)C(F)(F)F. Drug 2: CC=C1C(=O)NC(C(=O)OC2CC(=O)NC(C(=O)NC(CSSCCC=C2)C(=O)N1)C(C)C)C(C)C. Cell line: LOX IMVI. Synergy scores: CSS=23.4, Synergy_ZIP=-0.730, Synergy_Bliss=-3.31, Synergy_Loewe=-66.6, Synergy_HSA=-5.55.